This data is from Reaction yield outcomes from USPTO patents with 853,638 reactions. The task is: Predict the reaction yield, written as a fraction of the theoretical maximum amount of product (1.0 means a 100% yield; for example, 0.34 means a 34% yield). (1) The reactants are [CH3:1][C:2]1[CH:7]=[CH:6][C:5]([C:8]([OH:11])([CH3:10])[CH3:9])=[CH:4][C:3]=1[C:12]([F:15])([F:14])[F:13].[Br:16]N1C(=O)CCC1=O. The catalyst is C(Cl)(Cl)(Cl)Cl.C(OOC(=O)C1C=CC=CC=1)(=O)C1C=CC=CC=1. The product is [Br:16][CH2:1][C:2]1[CH:7]=[CH:6][C:5]([C:8]([OH:11])([CH3:10])[CH3:9])=[CH:4][C:3]=1[C:12]([F:13])([F:14])[F:15]. The yield is 0.760. (2) The reactants are [Cl:1][C:2]1[C:43]([C:44]([F:47])([F:46])[F:45])=[CH:42][CH:41]=[CH:40][C:3]=1[CH2:4][N:5]([CH2:26][CH:27]([C:34]1[CH:39]=[CH:38][CH:37]=[CH:36][CH:35]=1)[C:28]1[CH:33]=[CH:32][CH:31]=[CH:30][CH:29]=1)[CH2:6][CH2:7][CH2:8][O:9][C:10]1[CH:15]=[CH:14][CH:13]=[C:12]([CH:16](COCC)[C:17]2[NH:21][N:20]=[N:19][N:18]=2)[CH:11]=1.C([SiH](CC)CC)C.C(O)(C(F)(F)F)=O. The catalyst is ClCCl. The product is [Cl:1][C:2]1[C:43]([C:44]([F:47])([F:45])[F:46])=[CH:42][CH:41]=[CH:40][C:3]=1[CH2:4][N:5]([CH2:26][CH:27]([C:28]1[CH:29]=[CH:30][CH:31]=[CH:32][CH:33]=1)[C:34]1[CH:39]=[CH:38][CH:37]=[CH:36][CH:35]=1)[CH2:6][CH2:7][CH2:8][O:9][C:10]1[CH:15]=[CH:14][CH:13]=[C:12]([CH2:16][C:17]2[NH:21][N:20]=[N:19][N:18]=2)[CH:11]=1. The yield is 0.440. (3) The reactants are C([NH:5][S:6]([C:9]1[S:10][C:11]([C:14]2[N:15]=[CH:16][N:17]([C:19]3[N:24]=[C:23]([C:25]4[CH:30]=[CH:29][C:28]([Cl:31])=[CH:27][CH:26]=4)[CH:22]=[C:21]([C:32]([F:35])([F:34])[F:33])[N:20]=3)[CH:18]=2)=[CH:12][CH:13]=1)(=[O:8])=[O:7])(C)(C)C.C(O)(C(F)(F)F)=O. The product is [Cl:31][C:28]1[CH:29]=[CH:30][C:25]([C:23]2[CH:22]=[C:21]([C:32]([F:33])([F:35])[F:34])[N:20]=[C:19]([N:17]3[CH:18]=[C:14]([C:11]4[S:10][C:9]([S:6]([NH2:5])(=[O:7])=[O:8])=[CH:13][CH:12]=4)[N:15]=[CH:16]3)[N:24]=2)=[CH:26][CH:27]=1. The yield is 0.0600. The catalyst is ClCCl. (4) The reactants are [CH2:1]([N:8]1[CH2:13][CH2:12][C:11](O)([C:14]2[CH:15]=[N:16][CH:17]=[CH:18][CH:19]=2)[CH2:10][CH2:9]1)[C:2]1[CH:7]=[CH:6][CH:5]=[CH:4][CH:3]=1.S(OS([O-])(=O)=O)([O-])(=O)=O.[K+].[K+]. The catalyst is C1C2C(CCCC2)CCC1.O. The product is [CH2:1]([N:8]1[CH2:9][CH:10]=[C:11]([C:14]2[CH:15]=[N:16][CH:17]=[CH:18][CH:19]=2)[CH2:12][CH2:13]1)[C:2]1[CH:3]=[CH:4][CH:5]=[CH:6][CH:7]=1. The yield is 0.610.